Dataset: Catalyst prediction with 721,799 reactions and 888 catalyst types from USPTO. Task: Predict which catalyst facilitates the given reaction. (1) Product: [CH3:1][S:2][CH2:3][N:4]1[C:9](=[O:10])[N:8]2[CH:11]=[N:12][C:13]([C:14]([OH:15])=[O:18])=[C:7]2[N:6]=[N:5]1. Reactant: [CH3:1][S:2][CH2:3][N:4]1[C:9](=[O:10])[N:8]2[CH:11]=[N:12][C:13]([C:14](N)=[O:15])=[C:7]2[N:6]=[N:5]1.N([O-])=[O:18].[Na+]. The catalyst class is: 484. (2) Reactant: [C:1]1([S:7]([N:10]2[C:18]3[CH:17]=[C:16]([Sn](C)(C)C)[CH:15]=[C:14]([NH2:23])[C:13]=3[CH:12]=[N:11]2)(=[O:9])=[O:8])[CH:6]=[CH:5][CH:4]=[CH:3][CH:2]=1.Br[C:25]1[CH:26]=[C:27]2[CH:33]=[N:32][N:31]([S:34]([C:37]3[CH:42]=[CH:41][C:40]([CH3:43])=[CH:39][CH:38]=3)(=[O:36])=[O:35])[C:28]2=[N:29][CH:30]=1. Product: [CH3:43][C:40]1[CH:41]=[CH:42][C:37]([S:34]([N:31]2[C:28]3=[N:29][CH:30]=[C:25]([C:16]4[CH:15]=[C:14]([NH2:23])[C:13]5[CH:12]=[N:11][N:10]([S:7]([C:1]6[CH:6]=[CH:5][CH:4]=[CH:3][CH:2]=6)(=[O:9])=[O:8])[C:18]=5[CH:17]=4)[CH:26]=[C:27]3[CH:33]=[N:32]2)(=[O:36])=[O:35])=[CH:38][CH:39]=1. The catalyst class is: 455. (3) Reactant: [CH:1]([N:4]1[C:8]2[CH:9]=[CH:10][CH:11]=[CH:12][C:7]=2[N:6]([CH2:13][C:14]2[N:18]([CH2:19][CH2:20][CH:21]([CH3:23])[CH3:22])[C:17]3[CH:24]=[CH:25][CH:26]=[C:27]([CH:28]=[CH:29][C:30]#[N:31])[C:16]=3[N:15]=2)[C:5]1=[O:32])([CH3:3])[CH3:2]. Product: [CH:1]([N:4]1[C:8]2[CH:9]=[CH:10][CH:11]=[CH:12][C:7]=2[N:6]([CH2:13][C:14]2[N:18]([CH2:19][CH2:20][CH:21]([CH3:23])[CH3:22])[C:17]3[CH:24]=[CH:25][CH:26]=[C:27]([CH2:28][CH2:29][C:30]#[N:31])[C:16]=3[N:15]=2)[C:5]1=[O:32])([CH3:2])[CH3:3]. The catalyst class is: 358. (4) Reactant: [F:1][C:2]1[CH:3]=[C:4]([C:8]#[C:9][C:10]2[CH:19]=[C:18]3[C:13]([C:14](=[O:28])[N:15]4[CH2:24][CH2:23]/[C:22](=[CH:25]\[O:26]C)/[CH2:21][CH2:20][C:16]4=[N:17]3)=[CH:12][CH:11]=2)[CH:5]=[CH:6][CH:7]=1.Cl. Product: [F:1][C:2]1[CH:3]=[C:4]([C:8]#[C:9][C:10]2[CH:19]=[C:18]3[C:13]([C:14](=[O:28])[N:15]4[CH2:24][CH2:23][CH:22]([CH:25]=[O:26])[CH2:21][CH2:20][C:16]4=[N:17]3)=[CH:12][CH:11]=2)[CH:5]=[CH:6][CH:7]=1. The catalyst class is: 1. (5) Reactant: C1CCCCCC1.N([O:10][C:11](C)(C)[CH3:12])=O.Cl[C:16]1[CH:17]=[C:18]2[C:23](=[O:24])N(O)C(=O)[C:19]2=[CH:26][CH:27]=1.C1(=NO)CCCCCC1.[N+](C1CCCCCC1)([O-])=O.C1(=O)CCCCCC1. Product: [C:11]([O:24][CH:23]1[CH2:17][CH2:16][CH2:27][CH2:26][CH2:19][CH2:18]1)(=[O:10])[CH3:12]. The catalyst class is: 15. (6) Product: [Cl:1][CH2:2][CH2:3][CH2:4][S:5]([O:8][CH2:9][C:10]([CH3:24])([CH3:23])[C@@H:11]([O:15][CH2:16][C:17]1[CH:22]=[CH:21][CH:20]=[CH:19][CH:18]=1)[C:12]([O:14][CH:31]([CH3:33])[CH3:32])=[O:13])(=[O:6])=[O:7]. Reactant: [Cl:1][CH2:2][CH2:3][CH2:4][S:5]([O:8][CH2:9][C:10]([CH3:24])([CH3:23])[C@@H:11]([O:15][CH2:16][C:17]1[CH:22]=[CH:21][CH:20]=[CH:19][CH:18]=1)[C:12]([OH:14])=[O:13])(=[O:7])=[O:6].C(Cl)(=O)C(Cl)=O.[CH:31](O)([CH3:33])[CH3:32].N1C=CC=CC=1. The catalyst class is: 4. (7) Reactant: Br[C:2]1[CH:3]=[C:4]([CH3:21])[C:5]([C:8]2[CH:13]=[CH:12][C:11]([O:14][C:15]([F:18])([F:17])[F:16])=[CH:10][C:9]=2[O:19][CH3:20])=[N:6][CH:7]=1.CN1[C:27](=[O:28])[CH2:26][CH2:25]C1.[CH3:29][CH2:30]OC(C)=O. Product: [CH2:29]([CH:27]([O:28][C:2]1[CH:3]=[C:4]([CH3:21])[C:5]([C:8]2[CH:13]=[CH:12][C:11]([O:14][C:15]([F:18])([F:17])[F:16])=[CH:10][C:9]=2[O:19][CH3:20])=[N:6][CH:7]=1)[CH2:26][CH3:25])[CH3:30]. The catalyst class is: 81. (8) Reactant: [C:1]([NH:4][C:5]1[CH:22]=[CH:21][C:8]([C:9]([S:11][C:12]2[CH:20]=[CH:19][CH:18]=[CH:17][C:13]=2[C:14](O)=[O:15])=O)=[CH:7][CH:6]=1)(=[O:3])[CH3:2].C([N:25](CC)CC)C.ClC(OCC)=O.[N-]=[N+]=[N-].[Na+].C(P(CCCC)CCCC)CCC. Product: [O:15]=[C:14]1[C:13]2[CH:17]=[CH:18][CH:19]=[CH:20][C:12]=2[S:11][C:9]([C:8]2[CH:21]=[CH:22][C:5]([NH:4][C:1](=[O:3])[CH3:2])=[CH:6][CH:7]=2)=[N:25]1. The catalyst class is: 95. (9) Reactant: [CH3:1][O:2][C:3]1[CH:4]=[C:5]([CH:29]=[CH:30][C:31]=1[O:32]CC1C=NC(OC)=CC=1)[CH2:6][N:7]1[C:11]2[CH:12]=[CH:13][C:14]([C:16]3[CH2:21][CH2:20][N:19]([C:22]([O:24][C:25]([CH3:28])([CH3:27])[CH3:26])=[O:23])[CH2:18][CH:17]=3)=[CH:15][C:10]=2[N:9]=[CH:8]1.C([O-])=O.[NH4+]. Product: [OH:32][C:31]1[CH:30]=[CH:29][C:5]([CH2:6][N:7]2[C:11]3[CH:12]=[CH:13][C:14]([CH:16]4[CH2:21][CH2:20][N:19]([C:22]([O:24][C:25]([CH3:27])([CH3:28])[CH3:26])=[O:23])[CH2:18][CH2:17]4)=[CH:15][C:10]=3[N:9]=[CH:8]2)=[CH:4][C:3]=1[O:2][CH3:1]. The catalyst class is: 19.